Dataset: Human liver microsome stability data. Task: Regression/Classification. Given a drug SMILES string, predict its absorption, distribution, metabolism, or excretion properties. Task type varies by dataset: regression for continuous measurements (e.g., permeability, clearance, half-life) or binary classification for categorical outcomes (e.g., BBB penetration, CYP inhibition). Dataset: hlm. (1) The compound is O=C(NCCCc1nnc(C2CC2)n1-c1ccccc1)NC1CCOCC1. The result is 0 (unstable in human liver microsomes). (2) The compound is CC(C)CC[C@H]1CN(Cc2ccc(F)cc2)C(=O)C(C2=NS(=O)(=O)c3cc(NS(C)(=O)=O)ccc3N2)=C1O. The result is 1 (stable in human liver microsomes). (3) The molecule is CC(C)[C@@H](CO)NC(=O)c1nn(-c2c[n+]([O-])ccn2)c2c1C[C@@H]1C[C@H]21. The result is 0 (unstable in human liver microsomes). (4) The molecule is COCCSc1nncc(-c2cnnc(SCCOC)n2)n1. The result is 0 (unstable in human liver microsomes). (5) The molecule is C=CC(=O)N(Cc1cc(C)no1)c1nc(-c2ccccc2O)cs1. The result is 1 (stable in human liver microsomes). (6) The drug is O=C(CN1CCC[C@H](NS(=O)(=O)c2ccc3cc(Cl)ccc3c2)C1=O)N1C[C@@H]2C[C@H](C1)c1cccc(=O)n1C2. The result is 1 (stable in human liver microsomes). (7) The molecule is COCCOc1cc2ncnc(N3CCN(C(=O)Nc4ccc(OC(C)C)cc4)CC3)c2cc1OC. The result is 0 (unstable in human liver microsomes).